This data is from Peptide-MHC class II binding affinity with 134,281 pairs from IEDB. The task is: Regression. Given a peptide amino acid sequence and an MHC pseudo amino acid sequence, predict their binding affinity value. This is MHC class II binding data. (1) The peptide sequence is GGKAYMDVISRRDQR. The MHC is HLA-DQA10103-DQB10603 with pseudo-sequence HLA-DQA10103-DQB10603. The binding affinity (normalized) is 0. (2) The peptide sequence is AFILDGDNRFPKV. The MHC is HLA-DQA10501-DQB10201 with pseudo-sequence HLA-DQA10501-DQB10201. The binding affinity (normalized) is 0.494. (3) The peptide sequence is KLNNQFGSMPALTIA. The MHC is DRB1_0701 with pseudo-sequence DRB1_0701. The binding affinity (normalized) is 1.00. (4) The MHC is HLA-DPA10201-DPB10101 with pseudo-sequence HLA-DPA10201-DPB10101. The binding affinity (normalized) is 0.0191. The peptide sequence is AYKTAEGATPEAKYD.